Dataset: Full USPTO retrosynthesis dataset with 1.9M reactions from patents (1976-2016). Task: Predict the reactants needed to synthesize the given product. (1) Given the product [CH3:36][O:37][C:24]1[N:23]=[C:22]([NH:21][C@@H:12]2[C@@H:13]([C:15]3[CH:20]=[CH:19][CH:18]=[CH:17][CH:16]=3)[CH2:14][N:10]([S:7]([C:5]3[N:4]=[CH:3][N:2]([CH3:1])[CH:6]=3)(=[O:9])=[O:8])[CH2:11]2)[CH:27]=[C:26]([C:28]([F:31])([F:30])[F:29])[N:25]=1, predict the reactants needed to synthesize it. The reactants are: [CH3:1][N:2]1[CH:6]=[C:5]([S:7]([N:10]2[CH2:14][C@H:13]([C:15]3[CH:20]=[CH:19][CH:18]=[CH:17][CH:16]=3)[C@@H:12]([NH:21][C:22]3[CH:27]=[C:26]([C:28]([F:31])([F:30])[F:29])[N:25]=[C:24](S(C)(=O)=O)[N:23]=3)[CH2:11]2)(=[O:9])=[O:8])[N:4]=[CH:3]1.[CH3:36][O-:37].[Na+]. (2) Given the product [NH2:7][C@H:8]1[CH2:13][CH2:12][CH2:11][CH2:10][C@@H:9]1[N:14]1[C:23](=[O:24])[C:22]2[C:17](=[C:18]3[CH:36]=[CH:35][CH:34]=[CH:33][C:19]3=[C:20]([CH2:25][C:26]3[CH:27]=[N:28][C:29]([Cl:32])=[CH:30][CH:31]=3)[CH:21]=2)[N:16]=[CH:15]1, predict the reactants needed to synthesize it. The reactants are: C(OC(=O)[NH:7][C@H:8]1[CH2:13][CH2:12][CH2:11][CH2:10][C@@H:9]1[N:14]1[C:23](=[O:24])[C:22]2[C:17](=[C:18]3[CH:36]=[CH:35][CH:34]=[CH:33][C:19]3=[C:20]([CH2:25][C:26]3[CH:27]=[N:28][C:29]([Cl:32])=[CH:30][CH:31]=3)[CH:21]=2)[N:16]=[CH:15]1)(C)(C)C.Cl.